From a dataset of Catalyst prediction with 721,799 reactions and 888 catalyst types from USPTO. Predict which catalyst facilitates the given reaction. (1) Reactant: [ClH:1].[NH2:2][N:3]1[CH2:7][CH2:6][CH2:5][CH2:4]1.O.ON1[C:14]2[CH:15]=[CH:16][CH:17]=[CH:18][C:13]=2N=N1.[ClH:19].CN(C)[CH2:22][CH2:23][CH2:24][N:25]=[C:26]=[N:27][CH2:28][CH3:29].[C:31](=[O:34])([O-])O.[Na+].C([N:38]([CH2:41][CH3:42])CC)C. Product: [Cl:1][C:13]1[CH:18]=[CH:17][CH:16]=[CH:15][C:14]=1[C:29]1[CH:28]=[N:27][C:26]2[N:25]([N:38]=[CH:41][C:42]=2[C:31](=[O:34])[NH:2][N:3]2[CH2:7][CH2:6][CH2:5][CH2:4]2)[C:24]=1[C:23]1[CH:22]=[CH:7][C:6]([Cl:19])=[CH:5][CH:4]=1. The catalyst class is: 146. (2) Reactant: [F:1][C:2]([F:23])([F:22])[C:3]1[CH:17]=[C:16]([C:18]([F:21])([F:20])[F:19])[CH:15]=[CH:14][C:4]=1[CH2:5][N:6]1[CH2:11][CH2:10][CH:9]([CH:12]=O)[CH2:8][CH2:7]1.[CH3:24][N:25]([CH3:37])[C:26](=[O:36])[CH2:27][CH2:28][NH:29][C:30]1[CH2:34][S:33][C:32](=[O:35])[N:31]=1.C([O-])(=O)C.[NH2+]1CCCCC1. Product: [F:23][C:2]([F:1])([F:22])[C:3]1[CH:17]=[C:16]([C:18]([F:21])([F:20])[F:19])[CH:15]=[CH:14][C:4]=1[CH2:5][N:6]1[CH2:11][CH2:10][CH:9](/[CH:12]=[C:34]2/[C:30]([NH:29][CH2:28][CH2:27][C:26]([N:25]([CH3:24])[CH3:37])=[O:36])=[N:31][C:32](=[O:35])[S:33]/2)[CH2:8][CH2:7]1. The catalyst class is: 41.